From a dataset of Reaction yield outcomes from USPTO patents with 853,638 reactions. Predict the reaction yield, written as a fraction of the theoretical maximum amount of product (1.0 means a 100% yield; for example, 0.34 means a 34% yield). (1) The reactants are [CH3:1][N:2]([C@@H:12]1[C@H:17]([CH3:18])[CH2:16][CH2:15][NH:14][CH2:13]1)[C:3]1[C:4]2[CH:11]=[CH:10][NH:9][C:5]=2[N:6]=[CH:7][N:8]=1.[C:19](Cl)(=[O:21])[CH3:20]. The catalyst is ClCCl.N1C=CC=CC=1. The product is [CH3:18][C@@H:17]1[CH2:16][CH2:15][N:14]([C:19](=[O:21])[CH3:20])[CH2:13][C@@H:12]1[N:2]([CH3:1])[C:3]1[C:4]2[CH:11]=[CH:10][NH:9][C:5]=2[N:6]=[CH:7][N:8]=1. The yield is 0.150. (2) The reactants are [C:1]([NH:4][NH2:5])(N)=[NH:2].Cl.[CH:7]1([C:10]2[C:19]3[C:14](=[CH:15][CH:16]=[CH:17][CH:18]=3)[C:13]([N:20]=[C:21]=[S:22])=[CH:12][CH:11]=2)[CH2:9][CH2:8]1.C(N(C(C)C)CC)(C)C. The catalyst is CN(C=O)C. The product is [NH2:2][C:1]1[N:20]([C:13]2[C:14]3[C:19](=[CH:18][CH:17]=[CH:16][CH:15]=3)[C:10]([CH:7]3[CH2:9][CH2:8]3)=[CH:11][CH:12]=2)[C:21]([SH:22])=[N:5][N:4]=1. The yield is 0.490. (3) No catalyst specified. The product is [CH3:1][O:2][C:3]([C:5]1[C:10]([Cl:21])=[CH:9][C:8](=[O:12])[N:7]([C:13]2[CH:18]=[CH:17][CH:16]=[CH:15][CH:14]=2)[N:6]=1)=[O:4]. The yield is 0.840. The reactants are [CH3:1][O:2][C:3]([C:5]1[C:10](O)=[CH:9][C:8](=[O:12])[N:7]([C:13]2[CH:18]=[CH:17][CH:16]=[CH:15][CH:14]=2)[N:6]=1)=[O:4].P(Cl)(Cl)([Cl:21])=O. (4) The reactants are [OH:1][C:2]([C:8]1[S:9][CH:10]=[C:11]([CH3:13])[N:12]=1)([CH3:7])[C:3]([NH:5][NH2:6])=O.[F:14][C:15]1[C:16]([CH2:22][N:23]2[CH:27]=[CH:26][C:25]([N:28]=[C:29]=[S:30])=[N:24]2)=[N:17][CH:18]=[C:19]([F:21])[CH:20]=1.S(=O)(=O)(O)O.N. The catalyst is ClCCl. The product is [F:14][C:15]1[C:16]([CH2:22][N:23]2[CH:27]=[CH:26][C:25]([NH:28][C:29]3[S:30][C:3]([C:2]([C:8]4[S:9][CH:10]=[C:11]([CH3:13])[N:12]=4)([OH:1])[CH3:7])=[N:5][N:6]=3)=[N:24]2)=[N:17][CH:18]=[C:19]([F:21])[CH:20]=1. The yield is 0.300. (5) The reactants are [BH3:1].[C:2]1([PH:8][C:9]2[CH:14]=[CH:13][CH:12]=[CH:11][CH:10]=2)[CH:7]=[CH:6][CH:5]=[CH:4][CH:3]=1.[Li]CCCC.Br[C:21]1[CH:22]=[C:23]([CH3:29])[C:24]([CH3:28])=[CH:25][C:26]=1[Br:27]. The catalyst is C1COCC1. The product is [BH3:1].[Br:27][C:26]1[CH:25]=[C:24]([CH3:28])[C:23]([CH3:29])=[CH:22][C:21]=1[P:8]([C:9]1[CH:10]=[CH:11][CH:12]=[CH:13][CH:14]=1)[C:2]1[CH:7]=[CH:6][CH:5]=[CH:4][CH:3]=1. The yield is 0.560. (6) The reactants are [CH2:1]([O:3][C:4]([C:6]1[S:10][C:9]([NH2:11])=[N:8][C:7]=1[CH3:12])=[O:5])[CH3:2].[CH3:13][S:14](Cl)(=[O:16])=[O:15]. The catalyst is ClCCl.N1C=CC=CC=1. The product is [CH2:1]([O:3][C:4]([C:6]1[S:10][C:9]([NH:11][S:14]([CH3:13])(=[O:16])=[O:15])=[N:8][C:7]=1[CH3:12])=[O:5])[CH3:2]. The yield is 0.870.